Dataset: Catalyst prediction with 721,799 reactions and 888 catalyst types from USPTO. Task: Predict which catalyst facilitates the given reaction. (1) Reactant: [Cl:1][C:2]1[N:6]([CH:7]2[CH2:12][CH2:11][O:10][CH2:9][CH2:8]2)[N:5]=[CH:4][C:3]=1[N+:13]([O-])=O.[Cl-].[NH4+]. Product: [Cl:1][C:2]1[N:6]([CH:7]2[CH2:8][CH2:9][O:10][CH2:11][CH2:12]2)[N:5]=[CH:4][C:3]=1[NH2:13]. The catalyst class is: 186. (2) Reactant: [F:1][C:2]1[C:7]([F:8])=[C:6]([CH3:9])[CH:5]=[CH:4][C:3]=1[OH:10].[N+:11]([O-])([OH:13])=[O:12]. Product: [F:1][C:2]1[C:7]([F:8])=[C:6]([CH3:9])[CH:5]=[C:4]([N+:11]([O-:13])=[O:12])[C:3]=1[OH:10]. The catalyst class is: 4. (3) Reactant: [CH2:1]([N:8]1[CH2:13][CH2:12][CH:11]([NH:14][CH3:15])[CH2:10][CH2:9]1)[C:2]1[CH:7]=[CH:6][CH:5]=[CH:4][CH:3]=1.[CH:16]1([CH:19]=O)[CH2:18][CH2:17]1.C([BH3-])#N.[Na+].Cl. Product: [CH2:1]([N:8]1[CH2:13][CH2:12][CH:11]([N:14]([CH2:19][CH:16]2[CH2:18][CH2:17]2)[CH3:15])[CH2:10][CH2:9]1)[C:2]1[CH:3]=[CH:4][CH:5]=[CH:6][CH:7]=1. The catalyst class is: 5. (4) Reactant: CC1(C)[O:6][C@@H:5]([C@@H:7]([OH:34])[C@:8]([F:33])([CH3:32])[C:9](N2[C@@H](C(C)C)C(C3C=CC=CC=3)(C3C=CC=CC=3)OC2=O)=[O:10])[CH2:4][O:3]1.OO.O.[OH-].[Li+].S([O-])([O-])=O.[Na+].[Na+].Cl. Product: [F:33][C@:8]1([CH3:32])[C@H:7]([OH:34])[CH:5]([CH2:4][OH:3])[O:6][C:9]1=[O:10]. The catalyst class is: 6. (5) Reactant: [CH:1]([C:4]1[NH:8][N:7]=[C:6]([NH:9][C:10]2[C:11]3[CH2:26][CH2:25][CH2:24][C:12]=3[N:13]=[C:14]([N:16]3[CH2:20][CH2:19][CH2:18][CH:17]3[C:21]([OH:23])=O)[N:15]=2)[CH:5]=1)([CH3:3])[CH3:2].Cl.[CH3:28][NH:29][CH3:30].CN(C(ON1N=NC2C=CC=NC1=2)=[N+](C)C)C.F[P-](F)(F)(F)(F)F.C(N(C(C)C)CC)(C)C. Product: [CH:1]([C:4]1[NH:8][N:7]=[C:6]([NH:9][C:10]2[C:11]3[CH2:26][CH2:25][CH2:24][C:12]=3[N:13]=[C:14]([N:16]3[CH2:20][CH2:19][CH2:18][C@@H:17]3[C:21]([N:29]([CH3:30])[CH3:28])=[O:23])[N:15]=2)[CH:5]=1)([CH3:2])[CH3:3]. The catalyst class is: 18. (6) Reactant: [C:1]([NH:4][C:5]1[CH:10]=[CH:9][C:8]([C:11]2[CH:16]=[CH:15][CH:14]=[CH:13][CH:12]=2)=[CH:7][CH:6]=1)(=[O:3])[CH3:2].C(OC(=O)C)(=O)C.[N+:24]([O-])([OH:26])=[O:25]. Product: [N+:24]([C:6]1[CH:7]=[C:8]([C:11]2[CH:16]=[CH:15][CH:14]=[CH:13][CH:12]=2)[CH:9]=[CH:10][C:5]=1[NH:4][C:1](=[O:3])[CH3:2])([O-:26])=[O:25]. The catalyst class is: 6.